This data is from NCI-60 drug combinations with 297,098 pairs across 59 cell lines. The task is: Regression. Given two drug SMILES strings and cell line genomic features, predict the synergy score measuring deviation from expected non-interaction effect. (1) Drug 1: CC12CCC(CC1=CCC3C2CCC4(C3CC=C4C5=CN=CC=C5)C)O. Drug 2: CC(C1=C(C=CC(=C1Cl)F)Cl)OC2=C(N=CC(=C2)C3=CN(N=C3)C4CCNCC4)N. Cell line: HL-60(TB). Synergy scores: CSS=21.2, Synergy_ZIP=9.27, Synergy_Bliss=14.1, Synergy_Loewe=-12.8, Synergy_HSA=7.24. (2) Drug 1: C1=CC(=CC=C1CCC2=CNC3=C2C(=O)NC(=N3)N)C(=O)NC(CCC(=O)O)C(=O)O. Drug 2: C(CC(=O)O)C(=O)CN.Cl. Cell line: UACC-257. Synergy scores: CSS=-0.268, Synergy_ZIP=-4.73, Synergy_Bliss=-10.3, Synergy_Loewe=-12.1, Synergy_HSA=-8.95. (3) Cell line: M14. Drug 1: CC12CCC(CC1=CCC3C2CCC4(C3CC=C4C5=CN=CC=C5)C)O. Synergy scores: CSS=-7.41, Synergy_ZIP=2.37, Synergy_Bliss=-1.30, Synergy_Loewe=-8.85, Synergy_HSA=-6.89. Drug 2: CN1C(=O)N2C=NC(=C2N=N1)C(=O)N. (4) Drug 1: CC1=CC2C(CCC3(C2CCC3(C(=O)C)OC(=O)C)C)C4(C1=CC(=O)CC4)C. Drug 2: C1C(C(OC1N2C=C(C(=O)NC2=O)F)CO)O. Cell line: UACC62. Synergy scores: CSS=13.3, Synergy_ZIP=-12.6, Synergy_Bliss=-8.38, Synergy_Loewe=-25.9, Synergy_HSA=-8.49. (5) Drug 1: C1=CC(=CC=C1CCCC(=O)O)N(CCCl)CCCl. Drug 2: COC1=C2C(=CC3=C1OC=C3)C=CC(=O)O2. Cell line: RXF 393. Synergy scores: CSS=13.9, Synergy_ZIP=-2.38, Synergy_Bliss=2.26, Synergy_Loewe=-2.56, Synergy_HSA=-0.0852. (6) Drug 1: C1=CC(=C2C(=C1NCCNCCO)C(=O)C3=C(C=CC(=C3C2=O)O)O)NCCNCCO. Drug 2: C1=CC=C(C(=C1)C(C2=CC=C(C=C2)Cl)C(Cl)Cl)Cl. Cell line: UACC62. Synergy scores: CSS=35.1, Synergy_ZIP=2.04, Synergy_Bliss=3.82, Synergy_Loewe=-31.2, Synergy_HSA=3.79.